From a dataset of Catalyst prediction with 721,799 reactions and 888 catalyst types from USPTO. Predict which catalyst facilitates the given reaction. Reactant: [Br:1][C:2]1[C:3]([Cl:14])=[C:4]([CH:11]=[CH:12][CH:13]=1)[C:5](N(OC)C)=[O:6].[CH3:15][Mg+].[Br-]. Product: [Br:1][C:2]1[C:3]([Cl:14])=[C:4]([C:5](=[O:6])[CH3:15])[CH:11]=[CH:12][CH:13]=1. The catalyst class is: 1.